This data is from Full USPTO retrosynthesis dataset with 1.9M reactions from patents (1976-2016). The task is: Predict the reactants needed to synthesize the given product. (1) The reactants are: [C:1]([C:3]1[CH:28]=[CH:27][C:6]([CH2:7][NH:8][C:9](=[O:26])[CH:10]([O:23][CH2:24][CH3:25])[N:11]2[C:19](=[O:20])[C:18]3[C:13](=[CH:14][CH:15]=[CH:16][C:17]=3[F:21])[C:12]2=[O:22])=[C:5]([N+:29]([O-])=O)[CH:4]=1)#[N:2]. Given the product [NH2:29][C:5]1[CH:4]=[C:3]([C:1]#[N:2])[CH:28]=[CH:27][C:6]=1[CH2:7][NH:8][C:9](=[O:26])[CH:10]([O:23][CH2:24][CH3:25])[N:11]1[C:19](=[O:20])[C:18]2[C:13](=[CH:14][CH:15]=[CH:16][C:17]=2[F:21])[C:12]1=[O:22], predict the reactants needed to synthesize it. (2) Given the product [F:41][CH:38]1[CH:37]([O:42][CH3:43])[NH:36][C:35](=[O:44])[C:34]2[N:33]=[CH:32][C:31]([C:45]#[N:46])=[CH:40][C:39]1=2, predict the reactants needed to synthesize it. The reactants are: COC1C=CC=C(OC)C=1C1C=CC=CC=1P(C1CCCCC1)C1CCCCC1.Cl[C:31]1[CH:32]=[N:33][C:34]2[C:35](=[O:44])[NH:36][CH:37]([O:42][CH3:43])[CH:38]([F:41])[C:39]=2[CH:40]=1.[CH3:45][N:46](C=O)C. (3) Given the product [S:12]1[CH2:11][CH2:19][N:18]=[C:16]1[NH:1][C:2]1[CH:10]=[CH:9][C:5]2[N:6]=[CH:7][S:8][C:4]=2[CH:3]=1, predict the reactants needed to synthesize it. The reactants are: [NH2:1][C:2]1[CH:10]=[CH:9][C:5]2[N:6]=[CH:7][S:8][C:4]=2[CH:3]=1.[C:11](Cl)(Cl)=[S:12].Cl.[CH2:16]([N:18](CC)[CH2:19]C)C. (4) Given the product [Cl:27][C:4]1[C:3]2[C:7](=[CH:8][CH:9]=[C:10]([CH2:11][NH:12][C:13](=[O:19])[O:14][C:15]([CH3:16])([CH3:18])[CH3:17])[C:2]=2[F:1])[NH:6][CH:5]=1, predict the reactants needed to synthesize it. The reactants are: [F:1][C:2]1[C:10]([CH2:11][NH:12][C:13](=[O:19])[O:14][C:15]([CH3:18])([CH3:17])[CH3:16])=[CH:9][CH:8]=[C:7]2[C:3]=1[CH:4]=[CH:5][NH:6]2.C1C(=O)N([Cl:27])C(=O)C1.